From a dataset of hERG Central: cardiac toxicity at 1µM, 10µM, and general inhibition. Predict hERG channel inhibition at various concentrations. (1) The molecule is CCc1ccc2oc(C(=O)N3CCN(c4ccccc4OC)CC3)cc(=O)c2c1. Results: hERG_inhib (hERG inhibition (general)): blocker. (2) The compound is Fc1ccc(-n2cc(CNCCc3ccccn3)c(-c3ccccc3Cl)n2)cc1. Results: hERG_inhib (hERG inhibition (general)): blocker.